Dataset: Reaction yield outcomes from USPTO patents with 853,638 reactions. Task: Predict the reaction yield, written as a fraction of the theoretical maximum amount of product (1.0 means a 100% yield; for example, 0.34 means a 34% yield). (1) The reactants are [CH2:1]([O:8][C:9]1[CH:14]=[CH:13][C:12]([C:15]2[NH:16][C:17]([Cl:22])=[C:18]([CH:20]=[O:21])[N:19]=2)=[C:11]([F:23])[CH:10]=1)[C:2]1[CH:7]=[CH:6][CH:5]=[CH:4][CH:3]=1.C(=O)([O-])[O-].[K+].[K+].Br[CH:31]1[CH2:36][CH2:35][CH2:34][CH:33]=[CH:32]1.O. The catalyst is CN(C)C=O. The product is [CH2:1]([O:8][C:9]1[CH:14]=[CH:13][C:12]([C:15]2[N:19]([CH:36]3[CH2:35][CH2:34][CH2:33][CH:32]=[CH:31]3)[C:18]([CH:20]=[O:21])=[C:17]([Cl:22])[N:16]=2)=[C:11]([F:23])[CH:10]=1)[C:2]1[CH:3]=[CH:4][CH:5]=[CH:6][CH:7]=1.[CH2:1]([O:8][C:9]1[CH:14]=[CH:13][C:12]([C:15]2[N:16]([CH:36]3[CH2:35][CH2:34][CH2:33][CH:32]=[CH:31]3)[C:17]([Cl:22])=[C:18]([CH:20]=[O:21])[N:19]=2)=[C:11]([F:23])[CH:10]=1)[C:2]1[CH:3]=[CH:4][CH:5]=[CH:6][CH:7]=1. The yield is 0.360. (2) The reactants are [Cl-].[CH3:2][O:3][C:4](=[O:18])[CH:5]([NH:10][C:11](=[O:17])[CH:12]([NH3+:16])[CH2:13][C:14]#[CH:15])[CH2:6][CH:7]([CH3:9])[CH3:8].CCN(C(C)C)C(C)C.[CH2:28]([O:35][C:36](Cl)=[O:37])[C:29]1[CH:34]=[CH:33][CH:32]=[CH:31][CH:30]=1. The catalyst is C1COCC1. The product is [CH2:28]([O:35][C:36]([NH:16][CH:12]([CH2:13][C:14]#[CH:15])[C:11]([NH:10][CH:5]([CH2:6][CH:7]([CH3:9])[CH3:8])[C:4]([O:3][CH3:2])=[O:18])=[O:17])=[O:37])[C:29]1[CH:34]=[CH:33][CH:32]=[CH:31][CH:30]=1. The yield is 0.900.